From a dataset of Forward reaction prediction with 1.9M reactions from USPTO patents (1976-2016). Predict the product of the given reaction. (1) Given the reactants [Cl:1][C:2]1[CH:7]=[CH:6][C:5]([NH:8][C:9]([C@@H:11]2[CH2:15][CH2:14][C@H:13]([C:16]3[CH:21]=[CH:20][C:19](OC)=[C:18]([O:24][CH3:25])[CH:17]=3)[NH:12]2)=O)=[CH:4][C:3]=1[O:26][CH3:27].C1(C)C=CC=CC=1.C1C[O:38][CH2:37]C1, predict the reaction product. The product is: [Cl:1][C:2]1[CH:7]=[CH:6][C:5]([NH:8][CH2:9][C@@H:11]2[CH2:15][CH2:14][C@H:13]([C:16]3[CH2:17][C:18]([O:24][CH3:25])([O:38][CH3:37])[CH:19]=[CH:20][CH:21]=3)[NH:12]2)=[CH:4][C:3]=1[O:26][CH3:27]. (2) Given the reactants [C:1]([C:4]1([NH:37]C(=O)OC(C)(C)C)[CH2:9][CH2:8][N:7]([C:10]2[CH:15]=[CH:14][CH:13]=[C:12]([C:16]3[C:24]4[C:19](=[CH:20][N:21]=[C:22]([C:25]5[CH:26]=[N:27][CH:28]=[CH:29][CH:30]=5)[CH:23]=4)[N:18](C4CCCCO4)[N:17]=3)[N:11]=2)[CH2:6][CH2:5]1)(=[O:3])[NH2:2].Cl, predict the reaction product. The product is: [NH2:37][C:4]1([C:1]([NH2:2])=[O:3])[CH2:5][CH2:6][N:7]([C:10]2[CH:15]=[CH:14][CH:13]=[C:12]([C:16]3[C:24]4[C:19](=[CH:20][N:21]=[C:22]([C:25]5[CH:26]=[N:27][CH:28]=[CH:29][CH:30]=5)[CH:23]=4)[NH:18][N:17]=3)[N:11]=2)[CH2:8][CH2:9]1. (3) Given the reactants [Cl:1][C:2]1[C:10]([CH2:11][O:12][CH2:13][C:14]([F:17])([F:16])[F:15])=[C:9]([S:18]([CH3:21])(=[O:20])=[O:19])[CH:8]=[CH:7][C:3]=1[C:4]([OH:6])=O.[NH2:22][C:23]1[C:24]([C:28]([C:30]2[CH:35]=[CH:34][CH:33]=[CH:32][CH:31]=2)=[O:29])=[N:25][O:26][N:27]=1.C(N(CC)CC)C.C(P1(=O)OP(=O)(CCC)OP(=O)(CCC)O1)CC, predict the reaction product. The product is: [C:28]([C:24]1[C:23]([NH:22][C:4](=[O:6])[C:3]2[CH:7]=[CH:8][C:9]([S:18]([CH3:21])(=[O:20])=[O:19])=[C:10]([CH2:11][O:12][CH2:13][C:14]([F:17])([F:16])[F:15])[C:2]=2[Cl:1])=[N:27][O:26][N:25]=1)(=[O:29])[C:30]1[CH:35]=[CH:34][CH:33]=[CH:32][CH:31]=1. (4) The product is: [N+:1]([C:19]1[CH:18]=[CH:17][C:14]2[CH2:15][CH2:16][N:10]([C:8](=[O:9])[C:7]([F:21])([F:6])[F:22])[CH2:11][CH2:12][C:13]=2[CH:20]=1)([O-:4])=[O:2]. Given the reactants [N+:1]([O-:4])([O-])=[O:2].[K+].[F:6][C:7]([F:22])([F:21])[C:8]([N:10]1[CH2:16][CH2:15][C:14]2[CH:17]=[CH:18][CH:19]=[CH:20][C:13]=2[CH2:12][CH2:11]1)=[O:9], predict the reaction product. (5) Given the reactants Cl[CH2:2][CH2:3][CH2:4][S:5]([N:8]1[CH2:13][CH2:12][CH:11]([C:14]2[C:22]3[C:17](=[C:18]([C:29]([NH2:31])=[O:30])[CH:19]=[C:20]([C:23]4[CH:28]=[CH:27][CH:26]=[CH:25][CH:24]=4)[CH:21]=3)[NH:16][CH:15]=2)[CH2:10][CH2:9]1)(=[O:7])=[O:6].[CH3:32][CH:33]([OH:37])[CH:34]([OH:36])[CH3:35].C([O-])([O-])=O.[K+].[K+].[I-].[Na+], predict the reaction product. The product is: [OH:36][CH:34]([CH3:35])[CH:33]([O:37][CH2:2][CH2:3][CH2:4][S:5]([N:8]1[CH2:13][CH2:12][CH:11]([C:14]2[C:22]3[C:17](=[C:18]([C:29]([NH2:31])=[O:30])[CH:19]=[C:20]([C:23]4[CH:28]=[CH:27][CH:26]=[CH:25][CH:24]=4)[CH:21]=3)[NH:16][CH:15]=2)[CH2:10][CH2:9]1)(=[O:7])=[O:6])[CH3:32]. (6) Given the reactants Cl[C:2]1[CH:3]=[CH:4][C:5]2[NH:6][N:7]=[C:8]3[C:17]4[C:12](=[CH:13][CH:14]=[CH:15][CH:16]=4)[C:11](=[O:18])[C:10]=1[C:9]=23.[CH3:19][NH:20][CH3:21], predict the reaction product. The product is: [CH3:19][N:20]([CH3:21])[C:2]1[CH:3]=[CH:4][C:5]2[NH:6][N:7]=[C:8]3[C:17]4[C:12](=[CH:13][CH:14]=[CH:15][CH:16]=4)[C:11](=[O:18])[C:10]=1[C:9]=23. (7) Given the reactants [C:1]([N:8]1[CH2:16][C:15]2[C:10](=[CH:11][CH:12]=[CH:13][CH:14]=2)[CH:9]1[C:17]([OH:19])=[O:18])([O:3][C:4]([CH3:7])([CH3:6])[CH3:5])=[O:2].[CH3:20][Si](C=[N+]=[N-])(C)C, predict the reaction product. The product is: [C:1]([N:8]1[CH2:16][C:15]2[C:10](=[CH:11][CH:12]=[CH:13][CH:14]=2)[CH:9]1[C:17]([O:19][CH3:20])=[O:18])([O:3][C:4]([CH3:7])([CH3:6])[CH3:5])=[O:2].